This data is from Reaction yield outcomes from USPTO patents with 853,638 reactions. The task is: Predict the reaction yield, written as a fraction of the theoretical maximum amount of product (1.0 means a 100% yield; for example, 0.34 means a 34% yield). (1) The reactants are [H-].[Na+].[Br:3][C:4]1[CH:12]=[C:11]2[C:7]([C:8]([CH2:13][CH3:14])=[N:9][NH:10]2)=[CH:6][CH:5]=1.[CH:15]1(Br)[CH2:19][CH2:18][CH2:17][CH2:16]1.O. The catalyst is CN(C=O)C. The product is [Br:3][C:4]1[CH:12]=[C:11]2[C:7]([C:8]([CH2:13][CH3:14])=[N:9][N:10]2[CH:15]2[CH2:19][CH2:18][CH2:17][CH2:16]2)=[CH:6][CH:5]=1. The yield is 0.620. (2) The reactants are [Si:1]([O:8][C:9]1[CH:10]=[C:11]2[C:16](=[CH:17][CH:18]=1)[N:15]=[C:14]([CH:19]=O)[CH:13]=[CH:12]2)([C:4]([CH3:7])([CH3:6])[CH3:5])([CH3:3])[CH3:2].CC(O)=O.[NH:25]1[CH2:30][CH2:29][CH:28]([C:31]([O:33][CH2:34][CH3:35])=[O:32])[CH2:27][CH2:26]1.[BH-](OC(C)=O)(OC(C)=O)OC(C)=O.[Na+]. The catalyst is ClCCCl. The product is [Si:1]([O:8][C:9]1[CH:10]=[C:11]2[C:16](=[CH:17][CH:18]=1)[N:15]=[C:14]([CH2:19][N:25]1[CH2:30][CH2:29][CH:28]([C:31]([O:33][CH2:34][CH3:35])=[O:32])[CH2:27][CH2:26]1)[CH:13]=[CH:12]2)([C:4]([CH3:7])([CH3:6])[CH3:5])([CH3:2])[CH3:3]. The yield is 0.770. (3) The yield is 1.11. The reactants are [CH3:1][O:2][C:3]1[CH:4]=[C:5]([C:9]([CH:12]2C(=O)OC(C)(C)[O:14][C:13]2=[O:21])([CH3:11])[CH3:10])[CH:6]=[CH:7][CH:8]=1.CN(C=O)C. The product is [CH3:1][O:2][C:3]1[CH:4]=[C:5]([C:9]([CH3:11])([CH3:10])[CH2:12][C:13]([OH:21])=[O:14])[CH:6]=[CH:7][CH:8]=1. The catalyst is O. (4) The reactants are C=[C:2]1[CH2:7][C:6]2([CH2:12][CH2:11][N:10]([C:13]([O:15][C:16]([CH3:19])([CH3:18])[CH3:17])=[O:14])[CH2:9][CH2:8]2)[O:5][CH2:4][CH2:3]1.I([O-])(=O)(=O)=[O:21].[Na+].O. The catalyst is O1CCOCC1.O.[Os](=O)(=O)(=O)=O.O. The product is [O:21]=[C:2]1[CH2:7][C:6]2([CH2:12][CH2:11][N:10]([C:13]([O:15][C:16]([CH3:19])([CH3:18])[CH3:17])=[O:14])[CH2:9][CH2:8]2)[O:5][CH2:4][CH2:3]1. The yield is 0.595.